This data is from Forward reaction prediction with 1.9M reactions from USPTO patents (1976-2016). The task is: Predict the product of the given reaction. (1) Given the reactants [CH3:1][N:2]1[CH2:7][CH2:6][N:5]([C:8]2[CH:36]=[CH:35][C:11]([CH2:12][NH:13][C:14]([C:16]3[C:20]([C:21]4[CH:26]=[CH:25][CH:24]=[C:23]([O:27]CC5C=CC=CC=5)[CH:22]=4)=[CH:19][NH:18][N:17]=3)=[O:15])=[CH:10][CH:9]=2)[CH2:4][CH2:3]1, predict the reaction product. The product is: [CH3:1][N:2]1[CH2:7][CH2:6][N:5]([C:8]2[CH:9]=[CH:10][C:11]([CH2:12][NH:13][C:14]([C:16]3[C:20]([C:21]4[CH:26]=[CH:25][CH:24]=[C:23]([OH:27])[CH:22]=4)=[CH:19][NH:18][N:17]=3)=[O:15])=[CH:35][CH:36]=2)[CH2:4][CH2:3]1. (2) Given the reactants [O:1]1[CH2:6][CH2:5][N:4]([CH2:7][C:8]([O:10]C)=O)[CH2:3][CH2:2]1.[CH3:12][NH:13][NH2:14], predict the reaction product. The product is: [CH3:12][N:13]([C:8](=[O:10])[CH2:7][N:4]1[CH2:5][CH2:6][O:1][CH2:2][CH2:3]1)[NH2:14].